From a dataset of Reaction yield outcomes from USPTO patents with 853,638 reactions. Predict the reaction yield, written as a fraction of the theoretical maximum amount of product (1.0 means a 100% yield; for example, 0.34 means a 34% yield). The reactants are [NH2:1][C:2]1[CH:3]=[C:4]([OH:12])[C:5](=[CH:10][CH:11]=1)[C:6]([O:8][CH3:9])=[O:7].[F:13][C:14]([F:26])([F:25])[C:15]1[CH:20]=[CH:19][C:18]([S:21](Cl)(=[O:23])=[O:22])=[CH:17][CH:16]=1. No catalyst specified. The product is [OH:12][C:4]1[CH:3]=[C:2]([NH:1][S:21]([C:18]2[CH:17]=[CH:16][C:15]([C:14]([F:13])([F:25])[F:26])=[CH:20][CH:19]=2)(=[O:23])=[O:22])[CH:11]=[CH:10][C:5]=1[C:6]([O:8][CH3:9])=[O:7]. The yield is 0.650.